Dataset: Peptide-MHC class II binding affinity with 134,281 pairs from IEDB. Task: Regression. Given a peptide amino acid sequence and an MHC pseudo amino acid sequence, predict their binding affinity value. This is MHC class II binding data. (1) The peptide sequence is EVIPTAFSIGKTYKP. The MHC is HLA-DQA10101-DQB10501 with pseudo-sequence HLA-DQA10101-DQB10501. The binding affinity (normalized) is 0.151. (2) The peptide sequence is KVPPGPNITATYGDK. The MHC is DRB1_0701 with pseudo-sequence DRB1_0701. The binding affinity (normalized) is 0.0355. (3) The MHC is DRB1_0301 with pseudo-sequence DRB1_0301. The peptide sequence is KKGMTTVLDFHPGAG. The binding affinity (normalized) is 0.695. (4) The peptide sequence is VFLGSAHGIPKVPPG. The MHC is DRB3_0202 with pseudo-sequence DRB3_0202. The binding affinity (normalized) is 0.102. (5) The peptide sequence is NLSNVLATITTGVLDI. The MHC is DRB1_1302 with pseudo-sequence DRB1_1302. The binding affinity (normalized) is 0.827.